From a dataset of Forward reaction prediction with 1.9M reactions from USPTO patents (1976-2016). Predict the product of the given reaction. (1) Given the reactants [Cl:1][C:2]1[C:3]([F:27])=[C:4]([NH:8][C:9]2[C:18]3[C:13](=[CH:14][C:15]([O:25][CH3:26])=[C:16]([CH2:19][NH:20][CH2:21][CH2:22][O:23][CH3:24])[CH:17]=3)[N:12]=[CH:11][N:10]=2)[CH:5]=[CH:6][CH:7]=1.CC[O:30][C:31]([C@@H:33](OS(C(F)(F)F)(=O)=O)[CH3:34])=[O:32], predict the reaction product. The product is: [Cl:1][C:2]1[C:3]([F:27])=[C:4]([NH:8][C:9]2[C:18]3[C:13](=[CH:14][C:15]([O:25][CH3:26])=[C:16]([CH2:19][N:20]([CH2:21][CH2:22][O:23][CH3:24])[C@@H:33]([C:31]([OH:32])=[O:30])[CH3:34])[CH:17]=3)[N:12]=[CH:11][N:10]=2)[CH:5]=[CH:6][CH:7]=1. (2) Given the reactants [CH3:1][O:2][C:3]1[CH:8]=[CH:7][CH:6]=[CH:5][C:4]=1[C:9]1[N:10]([C:15]2[CH:20]=[CH:19][C:18]([CH3:21])=[CH:17][CH:16]=2)[C:11](=[S:14])[NH:12][N:13]=1.[CH:22]([C:24]1[CH:29]=[CH:28][N:27]=[CH:26][CH:25]=1)=[CH2:23].C(OCC)(=O)C.CCCCCC, predict the reaction product. The product is: [CH3:1][O:2][C:3]1[CH:8]=[CH:7][CH:6]=[CH:5][C:4]=1[C:9]1[N:10]([C:15]2[CH:16]=[CH:17][C:18]([CH3:21])=[CH:19][CH:20]=2)[C:11](=[S:14])[N:12]([CH2:23][CH2:22][C:24]2[CH:29]=[CH:28][N:27]=[CH:26][CH:25]=2)[N:13]=1. (3) Given the reactants [NH2:1][C:2]1[C:3]([F:23])=[CH:4][C:5]([Cl:22])=[C:6]([C:8]2[C:9](=[O:21])[N:10]([CH2:19][CH3:20])[C:11]3[C:16]([CH:17]=2)=[CH:15][N:14]=[C:13](Cl)[CH:12]=3)[CH:7]=1.[CH3:24][O:25][CH2:26][CH2:27][NH2:28], predict the reaction product. The product is: [NH2:1][C:2]1[C:3]([F:23])=[CH:4][C:5]([Cl:22])=[C:6]([C:8]2[C:9](=[O:21])[N:10]([CH2:19][CH3:20])[C:11]3[C:16]([CH:17]=2)=[CH:15][N:14]=[C:13]([NH:28][CH2:27][CH2:26][O:25][CH3:24])[CH:12]=3)[CH:7]=1. (4) The product is: [C:1]([C:3]1[CH:8]=[CH:7][C:6]([N:9]([CH2:15][C:16]([F:18])([F:17])[F:19])[C@H:10]([C:12]([NH:26][CH2:24][CH3:25])=[O:14])[CH3:11])=[CH:5][C:4]=1[C:20]([F:22])([F:21])[F:23])#[N:2]. Given the reactants [C:1]([C:3]1[CH:8]=[CH:7][C:6]([N:9]([CH2:15][C:16]([F:19])([F:18])[F:17])[C@H:10]([C:12]([OH:14])=O)[CH3:11])=[CH:5][C:4]=1[C:20]([F:23])([F:22])[F:21])#[N:2].[CH2:24]([NH2:26])[CH3:25], predict the reaction product.